Dataset: Full USPTO retrosynthesis dataset with 1.9M reactions from patents (1976-2016). Task: Predict the reactants needed to synthesize the given product. The reactants are: [F:1][C:2]1[CH:3]=[C:4]([CH:7]=[CH:8][C:9]=1F)[CH:5]=[O:6].[F:11][C:12]1[CH:13]=[C:14]([OH:18])[CH:15]=[CH:16][CH:17]=1. Given the product [F:1][C:2]1[CH:3]=[C:4]([CH:7]=[CH:8][C:9]=1[O:18][C:14]1[CH:15]=[CH:16][CH:17]=[C:12]([F:11])[CH:13]=1)[CH:5]=[O:6], predict the reactants needed to synthesize it.